Dataset: Full USPTO retrosynthesis dataset with 1.9M reactions from patents (1976-2016). Task: Predict the reactants needed to synthesize the given product. (1) Given the product [NH:35]1[C:43]2[C:38](=[CH:39][CH:40]=[CH:41][CH:42]=2)[C:37]([CH:44]=[C:15]2[C:14]3[N:10]([C:11]([C:18]4[CH:23]=[CH:22][CH:21]=[CH:20][CH:19]=4)=[N:12][N:13]=3)[C:9]3[CH:24]=[CH:25][CH:26]=[CH:27][C:8]=3[N:7]([CH2:6][C:5]([N:4]([CH:1]([CH3:3])[CH3:2])[C:29]3[CH:34]=[CH:33][CH:32]=[CH:31][CH:30]=3)=[O:28])[C:16]2=[O:17])=[CH:36]1, predict the reactants needed to synthesize it. The reactants are: [CH:1]([N:4]([C:29]1[CH:34]=[CH:33][CH:32]=[CH:31][CH:30]=1)[C:5](=[O:28])[CH2:6][N:7]1[C:16](=[O:17])[CH2:15][C:14]2[N:10]([C:11]([C:18]3[CH:23]=[CH:22][CH:21]=[CH:20][CH:19]=3)=[N:12][N:13]=2)[C:9]2[CH:24]=[CH:25][CH:26]=[CH:27][C:8]1=2)([CH3:3])[CH3:2].[NH:35]1[C:43]2[C:38](=[CH:39][CH:40]=[CH:41][CH:42]=2)[C:37]([CH:44]=O)=[CH:36]1.N1CCCCC1. (2) Given the product [NH2:1][C:4]1[CH:5]=[C:6]2[C:10](=[CH:11][CH:12]=1)[N:9]([CH2:13][O:14][CH2:15][CH2:16][Si:17]([CH3:20])([CH3:18])[CH3:19])[N:8]=[C:7]2[S:21][C:22]1[CH:27]=[CH:26][CH:25]=[CH:24][CH:23]=1, predict the reactants needed to synthesize it. The reactants are: [N+:1]([C:4]1[CH:5]=[C:6]2[C:10](=[CH:11][CH:12]=1)[N:9]([CH2:13][O:14][CH2:15][CH2:16][Si:17]([CH3:20])([CH3:19])[CH3:18])[N:8]=[C:7]2[S:21][C:22]1[CH:27]=[CH:26][CH:25]=[CH:24][CH:23]=1)([O-])=O.